Dataset: Forward reaction prediction with 1.9M reactions from USPTO patents (1976-2016). Task: Predict the product of the given reaction. (1) Given the reactants [C:1]([C:3]1[CH:4]=[N:5][CH:6]=[CH:7][CH:8]=1)#[N:2].P([O-])([O-])([O-])=[O:10].[K+].[K+].[K+], predict the reaction product. The product is: [C:1]([NH2:2])(=[O:10])[C:3]1[CH:8]=[CH:7][CH:6]=[N:5][CH:4]=1. (2) Given the reactants N1C(N)=C2C(N=CN2)=NC=1.[CH3:11][C@@H:12]([O:24]CP(O)(O)=O)[CH2:13][N:14]1[C:18]2[N:19]=[CH:20][N:21]=[C:22]([NH2:23])[C:17]=2[N:16]=[CH:15]1.CC(C)([O-])C.[Mg+2].CC(C)([O-])C.C1(=O)O[C@H](C)CO1.CS(O)(=O)=O, predict the reaction product. The product is: [OH:24][C@H:12]([CH3:11])[CH2:13][N:14]1[CH:15]=[N:16][C:17]2[C:18]1=[N:19][CH:20]=[N:21][C:22]=2[NH2:23]. (3) Given the reactants [OH:1][CH2:2][C:3]1[CH:16]=[CH:15][C:6]([CH2:7][N:8]2[CH2:12][C@@H:11]([CH3:13])[O:10][C:9]2=[O:14])=[CH:5][CH:4]=1.[F:17][C:18]1[CH:23]=[C:22]([F:24])[CH:21]=[CH:20][C:19]=1O.C1(P(C2C=CC=CC=2)C2C=CC=CC=2)C=CC=CC=1.CC(OC(/N=N/C(OC(C)(C)C)=O)=O)(C)C, predict the reaction product. The product is: [F:17][C:18]1[CH:23]=[C:22]([F:24])[CH:21]=[CH:20][C:19]=1[O:1][CH2:2][C:3]1[CH:16]=[CH:15][C:6]([CH2:7][N:8]2[CH2:12][C@@H:11]([CH3:13])[O:10][C:9]2=[O:14])=[CH:5][CH:4]=1. (4) Given the reactants [O:1]=[C:2]1[CH:7]=[CH:6][C:5]([C:8]2[CH:18]=[CH:17][C:11]([C:12]([O:14][CH2:15][CH3:16])=[O:13])=[CH:10][CH:9]=2)=[CH:4][NH:3]1.[CH2:19](O)C=C, predict the reaction product. The product is: [O:1]=[C:2]1[CH:7]=[CH:6][C:5]([C:8]2[CH:18]=[CH:17][C:11]([C:12]([O:14][CH2:15][CH:16]=[CH2:19])=[O:13])=[CH:10][CH:9]=2)=[CH:4][NH:3]1. (5) The product is: [CH2:1]([O:3][C:4]1[CH:5]=[C:6]([CH:12]([N:17]2[C:21](=[O:22])[C:20]3=[C:23]([CH3:27])[CH:24]=[CH:25][CH:26]=[C:19]3[C:18]2=[O:28])[CH2:13][C:14]([NH:42][OH:43])=[O:15])[CH:7]=[CH:8][C:9]=1[O:10][CH3:11])[CH3:2]. Given the reactants [CH2:1]([O:3][C:4]1[CH:5]=[C:6]([CH:12]([N:17]2[C:21](=[O:22])[C:20]3=[C:23]([CH3:27])[CH:24]=[CH:25][CH:26]=[C:19]3[C:18]2=[O:28])[CH2:13][C:14](O)=[O:15])[CH:7]=[CH:8][C:9]=1[O:10][CH3:11])[CH3:2].C(N1C=CN=C1)(N1C=CN=C1)=O.Cl.[NH2:42][OH:43], predict the reaction product. (6) Given the reactants [NH2:1][CH2:2][C@H:3]([OH:14])[C@@H:4]([NH:6][C:7](=[O:13])[O:8][C:9]([CH3:12])([CH3:11])[CH3:10])[CH3:5].NC[C@@H](O)[C@@H](NC(=O)OC(C)(C)C)C.C(=O)(O)[O-].[Na+].[N:34]1[CH:39]=[CH:38][CH:37]=[CH:36][C:35]=1[S:40](Cl)(=[O:42])=[O:41], predict the reaction product. The product is: [OH:14][C@@H:3]([CH2:2][NH:1][S:40]([C:35]1[CH:36]=[CH:37][CH:38]=[CH:39][N:34]=1)(=[O:42])=[O:41])[C@@H:4]([NH:6][C:7](=[O:13])[O:8][C:9]([CH3:10])([CH3:12])[CH3:11])[CH3:5].